Dataset: Forward reaction prediction with 1.9M reactions from USPTO patents (1976-2016). Task: Predict the product of the given reaction. (1) Given the reactants C([N:8]1[CH2:13][CH2:12][C:11]2([CH2:21][C:20]3[C:15](=[CH:16][CH:17]=[CH:18][CH:19]=3)[CH2:14]2)[CH2:10][CH2:9]1)C1C=CC=CC=1.ClC(OCC)=O.[OH-].[K+], predict the reaction product. The product is: [NH:8]1[CH2:13][CH2:12][C:11]2([CH2:21][C:20]3[C:15](=[CH:16][CH:17]=[CH:18][CH:19]=3)[CH2:14]2)[CH2:10][CH2:9]1. (2) Given the reactants I[C:2]1[CH:7]=[CH:6][C:5]([S:8]([NH:11][C:12]2[S:13][CH:14]=[CH:15][N:16]=2)(=[O:10])=[O:9])=[CH:4][CH:3]=1.CC1(C)C2C=CC=C(P(C3C=CC=CC=3)C3C=CC=CC=3)C=2OC2C1=CC=CC=2P(C1C=CC=CC=1)C1C=CC=CC=1.[NH2:59][C:60]1[N:64]([C:65]2[CH:70]=[CH:69][CH:68]=[CH:67][CH:66]=2)[N:63]=[C:62]([CH3:71])[CH:61]=1.CC(C)([O-])C.[Na+], predict the reaction product. The product is: [CH3:71][C:62]1[CH:61]=[C:60]([NH:59][C:2]2[CH:7]=[CH:6][C:5]([S:8]([NH:11][C:12]3[S:13][CH:14]=[CH:15][N:16]=3)(=[O:10])=[O:9])=[CH:4][CH:3]=2)[N:64]([C:65]2[CH:66]=[CH:67][CH:68]=[CH:69][CH:70]=2)[N:63]=1. (3) Given the reactants C(N(CC)CC)C.[CH2:8]([NH2:15])[C:9]1[CH:14]=[CH:13][CH:12]=[CH:11][CH:10]=1.[Cl:16][C:17]1[C:22]([N+:23]([O-:25])=[O:24])=[C:21](Cl)[CH:20]=[C:19]([CH2:27][CH2:28][CH2:29][CH2:30][CH3:31])[N:18]=1, predict the reaction product. The product is: [CH2:8]([NH:15][C:21]1[CH:20]=[C:19]([CH2:27][CH2:28][CH2:29][CH2:30][CH3:31])[N:18]=[C:17]([Cl:16])[C:22]=1[N+:23]([O-:25])=[O:24])[C:9]1[CH:14]=[CH:13][CH:12]=[CH:11][CH:10]=1. (4) Given the reactants [NH:1]1[CH2:6][CH2:5][CH:4]([N:7]2[C:15]3[C:10](=[N:11][CH:12]=[CH:13][CH:14]=3)[NH:9][C:8]2=[O:16])[CH2:3][CH2:2]1.Cl[C:18]1[N:23]=[CH:22][N:21]=[C:20]([C:24]([C:26]2[CH:31]=[CH:30][CH:29]=[CH:28][CH:27]=2)=[O:25])[CH:19]=1.CCN(C(C)C)C(C)C, predict the reaction product. The product is: [C:24]([C:20]1[N:21]=[CH:22][N:23]=[C:18]([N:1]2[CH2:2][CH2:3][CH:4]([N:7]3[C:15]4[C:10](=[N:11][CH:12]=[CH:13][CH:14]=4)[NH:9][C:8]3=[O:16])[CH2:5][CH2:6]2)[CH:19]=1)(=[O:25])[C:26]1[CH:27]=[CH:28][CH:29]=[CH:30][CH:31]=1. (5) Given the reactants [N:1]1[CH:6]=[CH:5][CH:4]=[CH:3][C:2]=1[NH:7][C:8](=[S:12])SCC.[NH2:13][CH2:14][CH2:15][CH2:16][CH2:17][NH:18][C:19](=[O:25])[O:20][C:21]([CH3:24])([CH3:23])[CH3:22], predict the reaction product. The product is: [N:1]1[CH:6]=[CH:5][CH:4]=[CH:3][C:2]=1[NH:7][C:8]([NH:13][CH2:14][CH2:15][CH2:16][CH2:17][NH:18][C:19](=[O:25])[O:20][C:21]([CH3:23])([CH3:22])[CH3:24])=[S:12]. (6) The product is: [F:21][C:2]1([F:1])[CH2:5][CH:4]([O:6][C:7]2[CH:12]=[CH:11][N:10]=[C:9]([CH2:13][C:14]([O:16][CH3:17])=[O:15])[CH:8]=2)[CH2:3]1. Given the reactants [F:1][C:2]1([F:21])[CH2:5][CH:4]([O:6][C:7]2[CH:12]=[CH:11][N:10]=[C:9]([CH2:13][C:14]([O:16][C:17](C)(C)C)=[O:15])[CH:8]=2)[CH2:3]1.C(Cl)(=O)C, predict the reaction product. (7) Given the reactants [CH3:1][O:2][C:3](=[O:28])[C:4]1[CH:9]=[C:8]([C:10](=[O:26])[C:11]2[CH:16]=[CH:15][C:14]([N:17]([C:19]3[CH:24]=[CH:23][C:22]([Cl:25])=[CH:21][CH:20]=3)[CH3:18])=[CH:13][CH:12]=2)[CH:7]=[C:6](Br)[CH:5]=1.[NH2:29][C:30]1[CH:35]=[CH:34][CH:33]=[CH:32][CH:31]=1.[C:36]([O-])([O-])=[O:37].[Na+].[Na+], predict the reaction product. The product is: [CH3:1][O:2][C:3](=[O:28])[C:4]1[CH:5]=[C:6]([C:36](=[O:37])[NH:29][C:30]2[CH:35]=[CH:34][CH:33]=[CH:32][CH:31]=2)[CH:7]=[C:8]([C:10](=[O:26])[C:11]2[CH:16]=[CH:15][C:14]([N:17]([C:19]3[CH:24]=[CH:23][C:22]([Cl:25])=[CH:21][CH:20]=3)[CH3:18])=[CH:13][CH:12]=2)[CH:9]=1.